From a dataset of Reaction yield outcomes from USPTO patents with 853,638 reactions. Predict the reaction yield, written as a fraction of the theoretical maximum amount of product (1.0 means a 100% yield; for example, 0.34 means a 34% yield). (1) The catalyst is COCCOCCOC.Cl. The yield is 0.580. The reactants are [CH3:1][O:2][C:3]1[N:8]=[C:7]([C:9]#[N:10])[C:6]([N+:11]([O-])=O)=[CH:5][CH:4]=1.Cl[Sn]Cl.[OH-].[Na+]. The product is [NH2:11][C:6]1[C:7]([C:9]#[N:10])=[N:8][C:3]([O:2][CH3:1])=[CH:4][CH:5]=1. (2) The reactants are [OH:1][C:2]1[CH:9]=[C:8]([OH:10])[CH:7]=[CH:6][C:3]=1[CH:4]=[O:5].C([O-])(O)=O.[Na+].[CH2:16](Br)[C:17]1[CH:22]=[CH:21][CH:20]=[CH:19][CH:18]=1. The catalyst is CC#N. The product is [CH2:16]([O:10][C:8]1[CH:7]=[CH:6][C:3]([CH:4]=[O:5])=[C:2]([OH:1])[CH:9]=1)[C:17]1[CH:22]=[CH:21][CH:20]=[CH:19][CH:18]=1. The yield is 0.850. (3) The catalyst is CCOCC. The yield is 0.330. The reactants are Br[C:2]1[CH:6]=[CH:5][O:4][CH:3]=1.[Li]CCCC.[CH:12]([Si:15]([CH:36]([CH3:38])[CH3:37])([CH:33]([CH3:35])[CH3:34])[O:16][C:17]1[CH:18]=[C:19]2[C:22](=[CH:23][C:24]=1[O:25][CH3:26])[C:21]([CH2:29][CH2:30][CH:31]=[O:32])([C:27]#[N:28])[CH2:20]2)([CH3:14])[CH3:13].[NH4+].[Cl-]. The product is [O:4]1[CH:5]=[CH:6][C:2]([CH:31]([OH:32])[CH2:30][CH2:29][C:21]2([C:27]#[N:28])[CH2:20][C:19]3[C:22]2=[CH:23][C:24]([O:25][CH3:26])=[C:17]([O:16][Si:15]([CH:33]([CH3:34])[CH3:35])([CH:36]([CH3:37])[CH3:38])[CH:12]([CH3:14])[CH3:13])[CH:18]=3)=[CH:3]1. (4) The reactants are ClC(Cl)([O:4][C:5](=[O:11])[O:6]C(Cl)(Cl)Cl)Cl.[CH3:13][C:14]1[N:18]([CH2:19][CH2:20][OH:21])[C:17]([N+:22]([O-:24])=[O:23])=[CH:16][N:15]=1. The catalyst is CN(C1C=CN=CC=1)C.C(Cl)Cl. The product is [CH3:13][C:14]1[N:18]([CH2:19][CH2:20][OH:21])[C:17]([N+:22]([O-:24])=[O:23])=[CH:16][N:15]=1.[C:5](=[O:4])([O-:11])[O-:6]. The yield is 0.610. (5) The reactants are [F:1][C:2]1[CH:27]=[CH:26][CH:25]=[C:24]([F:28])[C:3]=1[CH2:4][N:5]1[CH:10]=[C:9]([Br:11])[C:8](=[O:12])[N:7]2[C:13]([CH3:23])=[C:14]([C:16]3[CH:21]=[CH:20][C:19]([OH:22])=[CH:18][CH:17]=3)[N:15]=[C:6]12.Br[CH2:30][CH:31]1[CH2:33][CH2:32]1.C([O-])([O-])=O.[K+].[K+]. The catalyst is CN(C=O)C. The product is [F:28][C:24]1[CH:25]=[CH:26][CH:27]=[C:2]([F:1])[C:3]=1[CH2:4][N:5]1[CH:10]=[C:9]([Br:11])[C:8](=[O:12])[N:7]2[C:13]([CH3:23])=[C:14]([C:16]3[CH:17]=[CH:18][C:19]([O:22][CH2:30][CH:31]4[CH2:33][CH2:32]4)=[CH:20][CH:21]=3)[N:15]=[C:6]12. The yield is 0.820. (6) The reactants are [NH2:1][C:2]1[N:7]=[CH:6][N:5]=[C:4]([NH:8][C@H:9]([C:11]2[N:16]([C:17]3[CH:22]=[CH:21][CH:20]=[CH:19][CH:18]=3)[C:15](=[O:23])[C:14]3=[C:24]([CH3:27])[CH:25]=[CH:26][N:13]3[N:12]=2)[CH3:10])[C:3]=1Br.CC1(C)C(C)(C)OB([C:37]2[CH:38]=[N:39][CH:40]=[C:41]([C:43]([F:46])([F:45])[F:44])[CH:42]=2)O1.C(=O)([O-])[O-].[Na+].[Na+]. No catalyst specified. The product is [NH2:1][C:2]1[N:7]=[CH:6][N:5]=[C:4]([NH:8][C@H:9]([C:11]2[N:16]([C:17]3[CH:22]=[CH:21][CH:20]=[CH:19][CH:18]=3)[C:15](=[O:23])[C:14]3=[C:24]([CH3:27])[CH:25]=[CH:26][N:13]3[N:12]=2)[CH3:10])[C:3]=1[C:37]1[CH:38]=[N:39][CH:40]=[C:41]([C:43]([F:46])([F:45])[F:44])[CH:42]=1. The yield is 0.390. (7) The reactants are [C:1]1([C@H:7]([NH:10][C:11]([C:13]2[CH:14]=[C:15]([C:22](=[O:27])C(Cl)(Cl)Cl)[N:16]3[CH2:21][CH2:20][O:19][CH2:18][C:17]=23)=[O:12])[CH2:8][CH3:9])[CH:6]=[CH:5][CH:4]=[CH:3][CH:2]=1.[OH2:28].[OH-].[Na+]. The catalyst is O1CCCC1. The product is [C:1]1([C@H:7]([NH:10][C:11]([C:13]2[CH:14]=[C:15]([C:22]([OH:27])=[O:28])[N:16]3[CH2:21][CH2:20][O:19][CH2:18][C:17]=23)=[O:12])[CH2:8][CH3:9])[CH:6]=[CH:5][CH:4]=[CH:3][CH:2]=1. The yield is 0.840.